From a dataset of Forward reaction prediction with 1.9M reactions from USPTO patents (1976-2016). Predict the product of the given reaction. (1) Given the reactants [CH2:1]1[CH:9]2[CH:4]([CH2:5][NH:6][CH2:7][CH2:8]2)[CH2:3][O:2]1.Br[CH2:11][CH2:12][CH2:13][Cl:14].C([O-])([O-])=O.[K+].[K+], predict the reaction product. The product is: [Cl:14][CH2:13][CH2:12][CH2:11][N:6]1[CH2:7][CH2:8][CH:9]2[CH2:1][O:2][CH2:3][CH:4]2[CH2:5]1. (2) Given the reactants [NH:1]1[C:10]2[C:5](=[CH:6][CH:7]=[CH:8][CH:9]=2)[CH2:4][CH2:3][C:2]1=[O:11].[H-].[Na+].Cl[C:15]([O:17][CH2:18][C:19]1[CH:24]=[CH:23][CH:22]=[CH:21][CH:20]=1)=[O:16].O, predict the reaction product. The product is: [O:11]=[C:2]1[CH2:3][CH2:4][C:5]2[C:10](=[CH:9][CH:8]=[CH:7][CH:6]=2)[N:1]1[C:15]([O:17][CH2:18][C:19]1[CH:24]=[CH:23][CH:22]=[CH:21][CH:20]=1)=[O:16]. (3) Given the reactants [C:1]([O:5][C:6](=[O:20])[CH2:7]/[N:8]=[CH:9]/[CH2:10][C:11]([CH3:19])([C:13]1[O:14][C:15]([CH3:18])=[CH:16][CH:17]=1)[CH3:12])([CH3:4])([CH3:3])[CH3:2].[Cl:21][C:22]1[C:23]([F:40])=[C:24](/[CH:28]=[C:29](/[C:32]2[CH:37]=[CH:36][C:35]([Cl:38])=[CH:34][C:33]=2[F:39])\[C:30]#[N:31])[CH:25]=[CH:26][CH:27]=1.C(N(CC)CC)C.C1CCN2C(=NCCC2)CC1, predict the reaction product. The product is: [C:1]([O:5][C:6]([CH:7]1[CH:28]([C:24]2[CH:25]=[CH:26][CH:27]=[C:22]([Cl:21])[C:23]=2[F:40])[C:29]([C:32]2[CH:37]=[CH:36][C:35]([Cl:38])=[CH:34][C:33]=2[F:39])([C:30]#[N:31])[CH:9]([CH2:10][C:11]([CH3:12])([C:13]2[O:14][C:15]([CH3:18])=[CH:16][CH:17]=2)[CH3:19])[NH:8]1)=[O:20])([CH3:4])([CH3:2])[CH3:3]. (4) Given the reactants C([O:8][N:9]1[C:15](=[O:16])[N:14]2[CH2:17][C@H:10]1[CH2:11][CH2:12][C@H:13]2[C:18]([NH:20][O:21][CH2:22][CH2:23][NH:24]C(=O)OCC1C=CC=CC=1)=[O:19])C1C=CC=CC=1.C(OC(O[C:49]([O:51][C:52]([CH3:55])([CH3:54])[CH3:53])=[O:50])=O)(O[C:49]([O:51][C:52]([CH3:55])([CH3:54])[CH3:53])=[O:50])=O, predict the reaction product. The product is: [OH:8][N:9]1[C:15](=[O:16])[N:14]2[CH2:17][C@H:10]1[CH2:11][CH2:12][C@H:13]2[C:18]([NH:20][O:21][CH2:22][CH2:23][NH:24][C:49](=[O:50])[O:51][C:52]([CH3:53])([CH3:54])[CH3:55])=[O:19]. (5) Given the reactants [CH3:1][C:2]1([CH3:14])[CH2:8][CH2:7][CH2:6][O:5][C:4]2[C:9]([NH2:13])=[CH:10][CH:11]=[CH:12][C:3]1=2.Cl[C:16]1[N:21]=[C:20]([NH:22][C:23]2[CH:28]=[CH:27][C:26]([N:29]3[CH2:34][CH2:33][N:32]([CH3:35])[CH2:31][CH2:30]3)=[CH:25][C:24]=2[O:36][CH3:37])[C:19]([Cl:38])=[CH:18][N:17]=1, predict the reaction product. The product is: [Cl:38][C:19]1[C:20]([NH:22][C:23]2[CH:28]=[CH:27][C:26]([N:29]3[CH2:34][CH2:33][N:32]([CH3:35])[CH2:31][CH2:30]3)=[CH:25][C:24]=2[O:36][CH3:37])=[N:21][C:16]([NH:13][C:9]2[C:4]3[O:5][CH2:6][CH2:7][CH2:8][C:2]([CH3:14])([CH3:1])[C:3]=3[CH:12]=[CH:11][CH:10]=2)=[N:17][CH:18]=1.